This data is from Forward reaction prediction with 1.9M reactions from USPTO patents (1976-2016). The task is: Predict the product of the given reaction. (1) Given the reactants [Cl:1][C:2]1[N:3]=[N:4][C:5]([C:8]2[CH:13]=[CH:12][C:11]([C:14]([F:17])([F:16])[F:15])=[CH:10][CH:9]=2)=[CH:6][CH:7]=1.[CH3:18][N:19]([CH3:29])[CH2:20][CH2:21][CH2:22][N:23]1[CH2:28][CH2:27][NH:26][CH2:25][CH2:24]1, predict the reaction product. The product is: [ClH:1].[ClH:1].[CH3:29][N:19]([CH3:18])[CH2:20][CH2:21][CH2:22][N:23]1[CH2:24][CH2:25][N:26]([C:2]2[N:3]=[N:4][C:5]([C:8]3[CH:13]=[CH:12][C:11]([C:14]([F:17])([F:16])[F:15])=[CH:10][CH:9]=3)=[CH:6][CH:7]=2)[CH2:27][CH2:28]1. (2) Given the reactants [H-].[Na+].[CH2:3]([C:5]1[N:6]([CH2:18][C:19]([CH3:22])([OH:21])[CH3:20])[C:7]2[C:16]3[CH:15]=[CH:14][CH:13]=[CH:12][C:11]=3[N:10]=[CH:9][C:8]=2[N:17]=1)[CH3:4].[CH:23]([S:25]([CH3:28])(=[O:27])=[O:26])=[CH2:24], predict the reaction product. The product is: [CH2:3]([C:5]1[N:6]([CH2:18][C:19]([CH3:22])([O:21][CH2:24][CH2:23][S:25]([CH3:28])(=[O:27])=[O:26])[CH3:20])[C:7]2[C:16]3[CH:15]=[CH:14][CH:13]=[CH:12][C:11]=3[N:10]=[CH:9][C:8]=2[N:17]=1)[CH3:4].